This data is from Cav3 T-type calcium channel HTS with 100,875 compounds. The task is: Binary Classification. Given a drug SMILES string, predict its activity (active/inactive) in a high-throughput screening assay against a specified biological target. (1) The compound is S(c1n(CC2OCCC2)\c([nH]n1)=C1/C=CC(=O)C=C1)CC(=O)N(CC)CC. The result is 0 (inactive). (2) The molecule is o1nc(c2CCc3c(c12)cccc3)C(=O)Nc1c(n(nc1C)Cc1c(cccc1)C)C. The result is 1 (active). (3) The compound is O1c2c(C(CCN3CCOCC3)c3ccc(N(C)C)cc3)c(OC)cc(OC)c2C(CC1=O)c1cc(OC)c(OC)c(OC)c1. The result is 0 (inactive).